Dataset: Full USPTO retrosynthesis dataset with 1.9M reactions from patents (1976-2016). Task: Predict the reactants needed to synthesize the given product. (1) Given the product [N+:13]([C:10]1[CH:11]=[CH:12][C:7]([CH2:6][N:20]2[C:16](=[O:26])[C:17]3[C:18](=[CH:22][CH:23]=[CH:24][CH:25]=3)[C:19]2=[O:21])=[CH:8][CH:9]=1)([O-:15])=[O:14], predict the reactants needed to synthesize it. The reactants are: CS(O[CH2:6][C:7]1[CH:12]=[CH:11][C:10]([N+:13]([O-:15])=[O:14])=[CH:9][CH:8]=1)(=O)=O.[C:16]1(=[O:26])[NH:20][C:19](=[O:21])[C:18]2=[CH:22][CH:23]=[CH:24][CH:25]=[C:17]12.[K]. (2) Given the product [Br:14][C:12]1[S:13][C:8]2[CH:7]=[C:6]([C:4]([OH:5])=[O:3])[NH:10][C:9]=2[CH:11]=1, predict the reactants needed to synthesize it. The reactants are: C([O:3][C:4]([C:6]1[NH:10][C:9]2[CH:11]=[C:12]([Br:14])[S:13][C:8]=2[CH:7]=1)=[O:5])C.Cl. (3) Given the product [Cl:1][C:2]1[C:11]([C:12](=[O:13])[CH3:23])=[CH:10][C:9]2[C:4](=[CH:5][C:6]([O:15][CH2:16][C:17]3[CH:22]=[CH:21][CH:20]=[CH:19][N:18]=3)=[C:7]([Cl:14])[CH:8]=2)[N:3]=1, predict the reactants needed to synthesize it. The reactants are: [Cl:1][C:2]1[C:11]([CH:12]=[O:13])=[CH:10][C:9]2[C:4](=[CH:5][C:6]([O:15][CH2:16][C:17]3[CH:22]=[CH:21][CH:20]=[CH:19][N:18]=3)=[C:7]([Cl:14])[CH:8]=2)[N:3]=1.[CH3:23][Mg]Br.